Dataset: Full USPTO retrosynthesis dataset with 1.9M reactions from patents (1976-2016). Task: Predict the reactants needed to synthesize the given product. Given the product [CH3:21][C:22]1[CH:27]=[CH:26][C:25]([S:28]([N:11]2[CH:12]=[CH:13][CH:14]=[C:9]([OH:8])[C:10]2=[O:15])(=[O:30])=[O:29])=[CH:24][CH:23]=1, predict the reactants needed to synthesize it. The reactants are: [Si]([O:8][C:9]1[C:10](=[O:15])[NH:11][CH:12]=[CH:13][CH:14]=1)(C(C)(C)C)(C)C.C([Li])CCC.[CH3:21][C:22]1[CH:27]=[CH:26][C:25]([S:28](Cl)(=[O:30])=[O:29])=[CH:24][CH:23]=1.O.